From a dataset of Reaction yield outcomes from USPTO patents with 853,638 reactions. Predict the reaction yield, written as a fraction of the theoretical maximum amount of product (1.0 means a 100% yield; for example, 0.34 means a 34% yield). (1) The reactants are [OH:1][CH2:2][C:3]1[CH:11]=[CH:10][C:6]([C:7](O)=[O:8])=[CH:5][CH:4]=1.[H-].[Na+].I[CH3:15].CN([CH:19]=[O:20])C. No catalyst specified. The product is [CH3:15][O:1][CH2:2][C:3]1[CH:11]=[CH:10][C:6]([C:7]([O:20][CH3:19])=[O:8])=[CH:5][CH:4]=1. The yield is 0.720. (2) The reactants are F[C:2]1[CH:10]=[CH:9][C:8]([N+:11]([O-:13])=[O:12])=[C:7]2[C:3]=1[CH2:4][N:5]([CH3:15])[C:6]2=[O:14].C(=O)([O-])[O-].[K+].[K+].C(N(CC)CC)C.[CH:29]([N:32]1[CH2:37][CH2:36][NH:35][CH2:34][CH2:33]1)([CH3:31])[CH3:30]. The catalyst is CS(C)=O.O. The product is [CH:29]([N:32]1[CH2:37][CH2:36][N:35]([C:2]2[CH:10]=[CH:9][C:8]([N+:11]([O-:13])=[O:12])=[C:7]3[C:3]=2[CH2:4][N:5]([CH3:15])[C:6]3=[O:14])[CH2:34][CH2:33]1)([CH3:31])[CH3:30]. The yield is 0.910. (3) The reactants are [CH2:1]([O:8][C:9]([NH:11][C:12]1[CH:17]=[CH:16][C:15](C2C=CN=C(C(O)=O)C=2)=[CH:14][C:13]=1[F:27])=[O:10])[C:2]1[CH:7]=[CH:6][CH:5]=[CH:4][CH:3]=1.[CH2:28]([N:30]([CH2:33][CH3:34])[CH2:31][CH3:32])[CH3:29].[CH3:35][Si:36]([CH3:41])([CH3:40])[CH2:37][CH2:38][OH:39].C1(P([N:56]=[N+]=[N-])(C2C=CC=CC=2)=[O:49])C=CC=CC=1.C[N:60]1[CH2:64][CH2:63][CH2:62][C:61]1=[O:65]. No catalyst specified. The product is [CH2:1]([O:8][C:9]([NH:11][C:12]1[CH:17]=[CH:16][C:15]([O:49][C:62]2[CH:29]=[CH:28][N:30]=[C:64]([NH:60][C:61](=[O:65])[O:39][CH2:38][CH2:37][Si:36]([CH3:41])([CH3:40])[CH3:35])[CH:63]=2)=[CH:14][C:13]=1[F:27])=[O:10])[C:2]1[CH:3]=[CH:4][CH:5]=[CH:6][CH:7]=1.[NH2:56][C:33]1[CH:34]=[C:38]([O:39][C:15]2[CH:16]=[CH:17][C:12]([NH:11][C:9](=[O:10])[O:8][CH2:1][C:2]3[CH:3]=[CH:4][CH:5]=[CH:6][CH:7]=3)=[C:13]([F:27])[CH:14]=2)[CH:32]=[CH:31][N:30]=1. The yield is 0.202. (4) The reactants are [OH:1][C:2]1[CH:7]=[CH:6][C:5]([CH:8]=[CH:9][C:10](=[O:25])[CH2:11][C:12](=[O:24])[CH:13]=[CH:14][C:15]2[CH:20]=[CH:19][C:18]([OH:21])=[C:17]([O:22][CH3:23])[CH:16]=2)=[CH:4][C:3]=1[O:26][CH3:27]. The catalyst is [Pd].C(OCC)(=O)C. The product is [OH:21][C:18]1[CH:19]=[CH:20][C:15]([CH2:14][CH2:13][C:12](=[O:24])[CH2:11][C:10](=[O:25])[CH2:9][CH2:8][C:5]2[CH:6]=[CH:7][C:2]([OH:1])=[C:3]([O:26][CH3:27])[CH:4]=2)=[CH:16][C:17]=1[O:22][CH3:23]. The yield is 0.540. (5) The reactants are [F:1][C:2]1[CH:7]=[CH:6][CH:5]=[CH:4][C:3]=1[N:8]=[C:9]=S.[NH:11]([C:13](=[O:29])[C:14]([NH:16][C:17]1[CH:22]=[CH:21][C:20]([N:23]2[CH2:28][CH2:27][O:26][CH2:25][CH2:24]2)=[CH:19][CH:18]=1)=[O:15])[NH2:12].N=C=N. The catalyst is CN(C=O)C. The product is [F:1][C:2]1[CH:7]=[CH:6][CH:5]=[CH:4][C:3]=1[NH:8][C:9]1[O:29][C:13]([C:14]([NH:16][C:17]2[CH:22]=[CH:21][C:20]([N:23]3[CH2:28][CH2:27][O:26][CH2:25][CH2:24]3)=[CH:19][CH:18]=2)=[O:15])=[N:11][N:12]=1. The yield is 0.820. (6) The reactants are [C:1]([C@H:5]1[CH2:10][CH2:9][C@H:8]([O:11][C:12]2[CH:13]=[C:14]3[C:19](=[CH:20][CH:21]=2)[CH:18]=[C:17]([CH:22]=O)[CH:16]=[CH:15]3)[CH2:7][CH2:6]1)([CH3:4])([CH3:3])[CH3:2].[NH2:24][CH2:25][CH2:26][C:27]([NH:29][S:30]([CH3:33])(=[O:32])=[O:31])=[O:28].[BH3-]C#N.[Na+]. The catalyst is CCO. The product is [C:1]([C@H:5]1[CH2:6][CH2:7][C@H:8]([O:11][C:12]2[CH:21]=[C:20]3[C:15](=[CH:14][CH:13]=2)[CH:16]=[C:17]([CH2:22][NH:24][CH2:25][CH2:26][C:27]([NH:29][S:30]([CH3:33])(=[O:32])=[O:31])=[O:28])[CH:18]=[CH:19]3)[CH2:9][CH2:10]1)([CH3:3])([CH3:2])[CH3:4]. The yield is 0.140.